This data is from Peptide-MHC class II binding affinity with 134,281 pairs from IEDB. The task is: Regression. Given a peptide amino acid sequence and an MHC pseudo amino acid sequence, predict their binding affinity value. This is MHC class II binding data. (1) The peptide sequence is ILMTATPPGTSDEFP. The MHC is DRB1_0301 with pseudo-sequence DRB1_0301. The binding affinity (normalized) is 0.383. (2) The peptide sequence is GGGGESFGIVVAWQV. The MHC is DRB1_0802 with pseudo-sequence DRB1_0802. The binding affinity (normalized) is 0.580. (3) The peptide sequence is GENQIVDKIDAAFKI. The MHC is DRB1_1201 with pseudo-sequence DRB1_1201. The binding affinity (normalized) is 0.578. (4) The peptide sequence is LQFAKLTGFTLMGKG. The MHC is DRB1_0701 with pseudo-sequence DRB1_0701. The binding affinity (normalized) is 0.590. (5) The peptide sequence is PEAKYDAYVATLTEA. The MHC is HLA-DQA10201-DQB10202 with pseudo-sequence HLA-DQA10201-DQB10202. The binding affinity (normalized) is 0.374. (6) The peptide sequence is FNGGESKLKAEATTD. The MHC is DRB1_0901 with pseudo-sequence DRB1_0901. The binding affinity (normalized) is 0.200. (7) The peptide sequence is KNLTTIAYQEDEFFE. The MHC is DRB1_0101 with pseudo-sequence DRB1_0101. The binding affinity (normalized) is 0.435. (8) The peptide sequence is YDKFLANVSTVVTGK. The MHC is DRB1_0701 with pseudo-sequence DRB1_0701. The binding affinity (normalized) is 0.742. (9) The peptide sequence is GHYGPLFIRMAWHAA. The MHC is DRB1_0301 with pseudo-sequence DRB1_0301. The binding affinity (normalized) is 0. (10) The peptide sequence is GEGQIVDKIDAAFKI. The MHC is DRB3_0202 with pseudo-sequence DRB3_0202. The binding affinity (normalized) is 0.165.